This data is from Full USPTO retrosynthesis dataset with 1.9M reactions from patents (1976-2016). The task is: Predict the reactants needed to synthesize the given product. (1) The reactants are: [NH2:1][C:2]1[S:3][CH:4]=[CH:5][C:6]=1[C:7]#[N:8].[C:9]([N:17]=[C:18]=[O:19])(=[O:16])[C:10]1[CH:15]=[CH:14][CH:13]=[CH:12][CH:11]=1. Given the product [C:7]([C:6]1[CH:5]=[CH:4][S:3][C:2]=1[NH:1][C:18]([NH:17][C:9](=[O:16])[C:10]1[CH:11]=[CH:12][CH:13]=[CH:14][CH:15]=1)=[O:19])#[N:8], predict the reactants needed to synthesize it. (2) Given the product [Cl:17][C:18]1[CH:19]=[CH:20][C:21]([F:27])=[C:22]([CH:26]=1)[C:23]([NH:1][N:2]1[CH:6]=[CH:5][CH:4]=[C:3]1[C:7]([NH2:9])=[O:8])=[O:24], predict the reactants needed to synthesize it. The reactants are: [NH2:1][N:2]1[CH:6]=[CH:5][CH:4]=[C:3]1[C:7]([NH2:9])=[O:8].C(N(CC)CC)C.[Cl:17][C:18]1[CH:19]=[CH:20][C:21]([F:27])=[C:22]([CH:26]=1)[C:23](Cl)=[O:24].CO.C(Cl)(Cl)Cl. (3) Given the product [C:1]([N:4]1[C:13]2[C:8](=[CH:9][C:10]([Br:14])=[CH:11][CH:12]=2)[C@H:7]([NH2:15])[CH2:6][C@@H:5]1[CH2:18][CH3:19])(=[O:3])[CH3:2], predict the reactants needed to synthesize it. The reactants are: [C:1]([N:4]1[C:13]2[C:8](=[CH:9][C:10]([Br:14])=[CH:11][CH:12]=2)[CH:7]([NH:15]C=O)[CH2:6][CH:5]1[CH2:18][CH3:19])(=[O:3])[CH3:2].Cl.C([O-])(O)=O.[Na+]. (4) Given the product [CH:23]([N:26]1[C:30]2[C:31](=[O:40])[NH:32][C:33]3([CH2:39][CH2:38][N:37]([C:44]([C:16]4[CH:17]=[CH:18][C:6]5[C:7](=[CH:8][N:9]([CH3:11])[N:5]=5)[CH:21]=4)=[O:45])[CH2:36][CH2:35]3)[CH2:34][C:29]=2[CH:28]=[N:27]1)([CH3:25])[CH3:24], predict the reactants needed to synthesize it. The reactants are: C(N=C=[N:5][CH2:6][CH2:7][CH2:8][N:9]([CH3:11])C)C.ON1[C:17]2[CH:18]=CC=[CH:21][C:16]=2N=N1.Cl.[CH:23]([N:26]1[C:30]2[C:31](=[O:40])[NH:32][C:33]3([CH2:39][CH2:38][NH:37][CH2:36][CH2:35]3)[CH2:34][C:29]=2[CH:28]=[N:27]1)([CH3:25])[CH3:24].O.CN(C)[CH:44]=[O:45]. (5) The reactants are: ClC(Cl)(Cl)S(O[CH2:7][C:8]([F:11])([F:10])[F:9])(=O)=O.[F:14][C:15]1[CH:38]=[CH:37][CH:36]=[C:35]([F:39])[C:16]=1[CH2:17][O:18][C:19]1[C:20]2[N:21]([C:25]([C:29]3[NH:33][N:32]=[C:31]([NH2:34])[N:30]=3)=[C:26]([CH3:28])[N:27]=2)[CH:22]=[CH:23][CH:24]=1.C(=O)([O-])[O-].[Cs+].[Cs+]. Given the product [F:39][C:35]1[CH:36]=[CH:37][CH:38]=[C:15]([F:14])[C:16]=1[CH2:17][O:18][C:19]1[C:20]2[N:21]([C:25]([C:29]3[N:30]=[C:31]([NH2:34])[N:32]([CH2:7][C:8]([F:11])([F:10])[F:9])[N:33]=3)=[C:26]([CH3:28])[N:27]=2)[CH:22]=[CH:23][CH:24]=1, predict the reactants needed to synthesize it. (6) Given the product [CH:1]1([CH2:4][O:5][C:6]2[N:11]=[C:10]([C:12]([N:23]3[CH2:22][C:25]4([CH2:29][CH2:28][CH2:27][O:26]4)[CH2:24]3)=[O:14])[CH:9]=[CH:8][C:7]=2[N:15]2[CH2:18][C:17]([F:20])([F:19])[CH2:16]2)[CH2:2][CH2:3]1, predict the reactants needed to synthesize it. The reactants are: [CH:1]1([CH2:4][O:5][C:6]2[N:11]=[C:10]([C:12]([OH:14])=O)[CH:9]=[CH:8][C:7]=2[N:15]2[CH2:18][C:17]([F:20])([F:19])[CH2:16]2)[CH2:3][CH2:2]1.Cl.[CH2:22]1[C:25]2([CH2:29][CH2:28][CH2:27][O:26]2)[CH2:24][NH:23]1.CN(C(ON1N=NC2C=CC=CC1=2)=[N+](C)C)C.[B-](F)(F)(F)F.CCN(C(C)C)C(C)C.